Dataset: Full USPTO retrosynthesis dataset with 1.9M reactions from patents (1976-2016). Task: Predict the reactants needed to synthesize the given product. Given the product [C:13]([C:15]1[CH:16]=[C:17]([CH:21]([O:29][N:31]2[C:35](=[O:36])[C:34]3[C:33](=[CH:40][CH:39]=[CH:38][CH:37]=3)[C:32]2=[O:41])[C:22]([O:24][C:25]([CH3:26])([CH3:28])[CH3:27])=[O:23])[CH:18]=[CH:19][CH:20]=1)#[N:14], predict the reactants needed to synthesize it. The reactants are: N(C(OCC)=O)=NC(OCC)=O.[C:13]([C:15]1[CH:16]=[C:17]([CH:21]([OH:29])[C:22]([O:24][C:25]([CH3:28])([CH3:27])[CH3:26])=[O:23])[CH:18]=[CH:19][CH:20]=1)#[N:14].O[N:31]1[C:35](=[O:36])[C:34]2=[CH:37][CH:38]=[CH:39][CH:40]=[C:33]2[C:32]1=[O:41].C1(P(C2C=CC=CC=2)C2C=CC=CC=2)C=CC=CC=1.